From a dataset of Reaction yield outcomes from USPTO patents with 853,638 reactions. Predict the reaction yield, written as a fraction of the theoretical maximum amount of product (1.0 means a 100% yield; for example, 0.34 means a 34% yield). (1) The reactants are [CH2:1]([O:8][CH:9]1[CH2:14][CH2:13][C:12]([C:16]([C:18]2[C:26]3[C:21](=[N:22][CH:23]=[C:24](Br)[N:25]=3)[NH:20][CH:19]=2)=[O:17])([CH3:15])[CH2:11][CH2:10]1)[C:2]1[CH:7]=[CH:6][CH:5]=[CH:4][CH:3]=1.[OH-].[K+]. The catalyst is CCO.[Pd]. The product is [CH2:1]([O:8][CH:9]1[CH2:10][CH2:11][C:12]([C:16]([C:18]2[C:26]3[C:21](=[N:22][CH:23]=[CH:24][N:25]=3)[NH:20][CH:19]=2)=[O:17])([CH3:15])[CH2:13][CH2:14]1)[C:2]1[CH:3]=[CH:4][CH:5]=[CH:6][CH:7]=1. The yield is 0.820. (2) The reactants are [CH3:1][C:2]1[CH:3]=[N:4][C:5]2[N:6]([N:8]=[C:9]([CH2:11][OH:12])[N:10]=2)[CH:7]=1.C(O)(=O)C.C(O)(=O)C.IC1C=CC=CC=1.C(OC)(C)(C)C. The catalyst is C(Cl)Cl.CC1(C)N([O])C(C)(C)CCC1. The product is [CH3:1][C:2]1[CH:3]=[N:4][C:5]2[N:6]([N:8]=[C:9]([CH:11]=[O:12])[N:10]=2)[CH:7]=1. The yield is 0.800. (3) The reactants are [CH3:1][O:2][CH2:3][CH2:4][O:5][C:6]1[CH:12]=[CH:11][C:9]([NH2:10])=[C:8]([N+:13]([O-:15])=[O:14])[CH:7]=1.Cl.[N:17]([O-])=O.[Na+].[CH3:21][CH:22](C(C)=O)[C:23]([O:25][CH2:26][CH3:27])=[O:24].[OH-].[K+]. The catalyst is O.C(O)C.C(#N)C. The product is [CH3:1][O:2][CH2:3][CH2:4][O:5][C:6]1[CH:12]=[CH:11][C:9]([NH:10][N:17]=[C:22]([CH3:21])[C:23]([O:25][CH2:26][CH3:27])=[O:24])=[C:8]([N+:13]([O-:15])=[O:14])[CH:7]=1. The yield is 0.0600. (4) The catalyst is O1CCCC1. The yield is 0.630. The product is [CH2:1]([O:8][C:9]1[CH:14]=[CH:13][C:12]([CH:29]=[O:30])=[CH:11][C:10]=1[CH:16]1[CH2:20][CH2:19][CH2:18][CH2:17]1)[C:2]1[CH:7]=[CH:6][CH:5]=[CH:4][CH:3]=1. The reactants are [CH2:1]([O:8][C:9]1[CH:14]=[CH:13][C:12](Br)=[CH:11][C:10]=1[CH:16]1[CH2:20][CH2:19][CH2:18][CH2:17]1)[C:2]1[CH:7]=[CH:6][CH:5]=[CH:4][CH:3]=1.[Li]CCCC.CN([CH:29]=[O:30])C.Cl.